From a dataset of Full USPTO retrosynthesis dataset with 1.9M reactions from patents (1976-2016). Predict the reactants needed to synthesize the given product. (1) The reactants are: [C:1]([O:5][C:6](=[O:23])[NH:7][CH:8]([C:15]1[CH:20]=[CH:19][C:18]([Cl:21])=[C:17]([Cl:22])[CH:16]=1)[C:9](=[O:14])N(OC)C)([CH3:4])([CH3:3])[CH3:2].Br[C:25]1[CH:30]=[CH:29][C:28]([C:31]2[CH:32]=[N:33][CH:34]=[C:35]([F:37])[CH:36]=2)=[C:27]([CH3:38])[CH:26]=1. Given the product [C:1]([O:5][C:6](=[O:23])[NH:7][CH:8]([C:15]1[CH:20]=[CH:19][C:18]([Cl:21])=[C:17]([Cl:22])[CH:16]=1)[C:9]([C:25]1[CH:30]=[CH:29][C:28]([C:31]2[CH:32]=[N:33][CH:34]=[C:35]([F:37])[CH:36]=2)=[C:27]([CH3:38])[CH:26]=1)=[O:14])([CH3:2])([CH3:3])[CH3:4], predict the reactants needed to synthesize it. (2) Given the product [CH2:1]([N:3]1[C:10](=[O:11])[CH2:9][CH2:8][C@H:4]1[C:5]([NH:32][CH2:31][C:24]1[CH:25]=[CH:26][C:27]([F:30])=[C:28]([F:29])[C:23]=1[F:22])=[O:7])[CH3:2], predict the reactants needed to synthesize it. The reactants are: [CH2:1]([N:3]1[C:10](=[O:11])[CH2:9][CH2:8][C@H:4]1[C:5]([OH:7])=O)[CH3:2].ON1C2C=CC=CC=2N=N1.[F:22][C:23]1[C:28]([F:29])=[C:27]([F:30])[CH:26]=[CH:25][C:24]=1[CH2:31][NH2:32].C(N1CCOCC1)C.Cl.CN(C)CCCN=C=NCC. (3) Given the product [CH3:1][O:2][C:3](=[O:20])[C:4]1[CH:9]=[C:8]([N+:10]([O-:12])=[O:11])[C:7]([O:13][S:30]([C:29]([F:42])([F:41])[F:28])(=[O:32])=[O:31])=[C:6]([CH:14]2[CH2:15][CH2:16][CH2:17][CH2:18][CH2:19]2)[CH:5]=1, predict the reactants needed to synthesize it. The reactants are: [CH3:1][O:2][C:3](=[O:20])[C:4]1[CH:9]=[C:8]([N+:10]([O-:12])=[O:11])[C:7]([OH:13])=[C:6]([CH:14]2[CH2:19][CH2:18][CH2:17][CH2:16][CH2:15]2)[CH:5]=1.C(N(CC)CC)C.[F:28][C:29]([F:42])([F:41])[S:30](O[S:30]([C:29]([F:42])([F:41])[F:28])(=[O:32])=[O:31])(=[O:32])=[O:31]. (4) Given the product [NH2:13][C:10]1[CH:11]=[C:12]2[C:7](=[CH:8][CH:9]=1)[N:6]=[C:5]([O:16][CH:22]([CH3:24])[CH3:23])[CH:4]=[C:3]2[C:2]([F:18])([F:17])[F:1], predict the reactants needed to synthesize it. The reactants are: [F:1][C:2]([F:18])([F:17])[C:3]1[C:12]2[C:7](=[CH:8][CH:9]=[C:10]([N+:13]([O-])=O)[CH:11]=2)[NH:6][C:5](=[O:16])[CH:4]=1.[F-].[Cs+].I[CH:22]([CH3:24])[CH3:23]. (5) Given the product [NH2:11][CH:1]([C:8]#[N:9])[C:2]1[O:6][CH:5]=[CH:4][CH:3]=1, predict the reactants needed to synthesize it. The reactants are: [CH:1](=O)[C:2]1[O:6][CH:5]=[CH:4][CH:3]=1.[C-:8]#[N:9].[Na+].[NH4+:11].[Cl-].N.CO.N. (6) Given the product [F:1][C:2]1[CH:3]=[C:4]2[C:8](=[CH:9][CH:10]=1)[NH:7][C:6](=[O:11])[CH2:5]2, predict the reactants needed to synthesize it. The reactants are: [F:1][C:2]1[CH:3]=[C:4]2[C:8](=[CH:9][CH:10]=1)[NH:7][C:6](=[O:11])[CH:5]2C(OC)=O.Cl.[OH-].[Na+]. (7) Given the product [Br:17][C:6]1[CH:7]=[CH:8][C:3]([O:2][CH3:1])=[CH:4][C:5]=1[OH:9], predict the reactants needed to synthesize it. The reactants are: [CH3:1][O:2][C:3]1[CH:4]=[C:5]([OH:9])[CH:6]=[CH:7][CH:8]=1.C1C(=O)N([Br:17])C(=O)C1.